Dataset: Catalyst prediction with 721,799 reactions and 888 catalyst types from USPTO. Task: Predict which catalyst facilitates the given reaction. Reactant: [C:1]1(=[O:7])O[C:4](=[O:5])[CH:3]=[CH:2]1.[Br:8][C:9]1[CH:10]=[C:11]([NH2:15])[CH:12]=[CH:13][CH:14]=1.C([O-])(=O)C.[Na+].C(OC(=O)C)(=O)C. Product: [Br:8][C:9]1[CH:10]=[C:11]([N:15]2[C:4](=[O:5])[CH:3]=[CH:2][C:1]2=[O:7])[CH:12]=[CH:13][CH:14]=1. The catalyst class is: 316.